From a dataset of Reaction yield outcomes from USPTO patents with 853,638 reactions. Predict the reaction yield, written as a fraction of the theoretical maximum amount of product (1.0 means a 100% yield; for example, 0.34 means a 34% yield). The reactants are [O:1]([C:8]1[CH:13]=[CH:12][C:11]([OH:14])=[CH:10][CH:9]=1)[C:2]1[CH:7]=[CH:6][CH:5]=[CH:4][CH:3]=1.Br[C:16]1[CH:21]=[CH:20][C:19]([Br:22])=[CH:18][N:17]=1.C(=O)([O-])[O-].[K+].[K+]. The catalyst is CN(C=O)C. The product is [Br:22][C:19]1[CH:20]=[CH:21][C:16]([O:14][C:11]2[CH:10]=[CH:9][C:8]([O:1][C:2]3[CH:7]=[CH:6][CH:5]=[CH:4][CH:3]=3)=[CH:13][CH:12]=2)=[N:17][CH:18]=1. The yield is 0.950.